Dataset: Peptide-MHC class I binding affinity with 185,985 pairs from IEDB/IMGT. Task: Regression. Given a peptide amino acid sequence and an MHC pseudo amino acid sequence, predict their binding affinity value. This is MHC class I binding data. (1) The peptide sequence is PTPVNIIGRNL. The MHC is HLA-A03:01 with pseudo-sequence HLA-A03:01. The binding affinity (normalized) is 0. (2) The peptide sequence is QINELHHSK. The MHC is HLA-B18:01 with pseudo-sequence HLA-B18:01. The binding affinity (normalized) is 0.0847. (3) The peptide sequence is FKTKALAVL. The MHC is BoLA-D18.4 with pseudo-sequence BoLA-D18.4. The binding affinity (normalized) is 0.587. (4) The peptide sequence is FMGRLGPEY. The MHC is HLA-A24:03 with pseudo-sequence HLA-A24:03. The binding affinity (normalized) is 0.213.